Task: Predict the reaction yield, written as a fraction of the theoretical maximum amount of product (1.0 means a 100% yield; for example, 0.34 means a 34% yield).. Dataset: Reaction yield outcomes from USPTO patents with 853,638 reactions (1) The reactants are [I:1][C:2]1[C:10]2[C:5](=[CH:6][CH:7]=[C:8]([C:11]3[S:12][C:13](S(C)=O)=[N:14][N:15]=3)[CH:9]=2)[N:4]([S:19]([C:22]2[CH:28]=[CH:27][C:25]([CH3:26])=[CH:24][CH:23]=2)(=[O:21])=[O:20])[CH:3]=1.[CH3:29][O:30][C:31]1[CH:38]=[CH:37][C:34]([CH2:35][NH2:36])=[CH:33][CH:32]=1. The catalyst is O1CCOCC1. The product is [I:1][C:2]1[C:10]2[C:5](=[CH:6][CH:7]=[C:8]([C:11]3[S:12][C:13]([NH:36][CH2:35][C:34]4[CH:37]=[CH:38][C:31]([O:30][CH3:29])=[CH:32][CH:33]=4)=[N:14][N:15]=3)[CH:9]=2)[N:4]([S:19]([C:22]2[CH:23]=[CH:24][C:25]([CH3:26])=[CH:27][CH:28]=2)(=[O:21])=[O:20])[CH:3]=1. The yield is 0.470. (2) The reactants are [C:1]1([CH2:11][C:12]#[N:13])[C:10]2[C:5](=[CH:6][CH:7]=[CH:8][CH:9]=2)[CH:4]=[CH:3][CH:2]=1.C[Si]([NH-])(C)C.C[Si]([NH-])(C)C.[Na+].[Na+].[CH2:26]([CH:28]1[O:30][CH2:29]1)Cl.C(OCC)(=O)C.CCCCCC. The catalyst is O1CCCC1. The product is [OH:30][CH2:29][CH:28]1[CH2:26][C@@:11]1([C:1]1[C:10]2[C:5](=[CH:6][CH:7]=[CH:8][CH:9]=2)[CH:4]=[CH:3][CH:2]=1)[C:12]#[N:13]. The yield is 0.690. (3) The reactants are ClC1C=CC(O[C:7]2[CH:31]=[CH:30][C:10]([CH2:11][N:12]3[CH2:17][CH2:16][CH:15]([C:18]4[CH:19]=[C:20]([NH:24][C:25](=[O:29])[CH:26]([CH3:28])[CH3:27])[CH:21]=[CH:22][CH:23]=4)[CH2:14][CH2:13]3)=[CH:9][CH:8]=2)=CC=1.[CH2:34]([N:36]1C2C=CC(CN3CCC(C4C=CC(NC(=O)C(C)C)=CC=4)CC3)=CC=2[C:42]2[C:37]1=[CH:38][CH:39]=[CH:40][CH:41]=2)[CH3:35].C(N1C2C=CC(C=O)=CC=2C2C1=CC=CC=2)C.CC(C)C(NC1C=CC=C(C2CCNCC2)C=1)=O. No catalyst specified. The product is [CH2:34]([N:36]1[C:7]2[CH:8]=[CH:9][C:10]([CH2:11][N:12]3[CH2:17][CH2:16][CH:15]([C:18]4[CH:19]=[C:20]([NH:24][C:25](=[O:29])[CH:26]([CH3:28])[CH3:27])[CH:21]=[CH:22][CH:23]=4)[CH2:14][CH2:13]3)=[CH:30][C:31]=2[C:42]2[C:37]1=[CH:38][CH:39]=[CH:40][CH:41]=2)[CH3:35]. The yield is 0.950. (4) The reactants are [CH2:1]([O:3][C:4](=[O:20])[CH:5]([CH2:9][C:10]([C:12]1[CH:17]=[CH:16][C:15]([Cl:18])=[CH:14][C:13]=1[Cl:19])=O)[C:6](=O)[CH3:7])[CH3:2].[CH3:21][Si:22]([CH3:31])([CH3:30])[C:23]1[CH:29]=[CH:28][C:26]([NH2:27])=[CH:25][CH:24]=1. The catalyst is CCCCCC.CCOC(C)=O. The product is [CH2:1]([O:3][C:4]([C:5]1[CH:9]=[C:10]([C:12]2[CH:17]=[CH:16][C:15]([Cl:18])=[CH:14][C:13]=2[Cl:19])[N:27]([C:26]2[CH:25]=[CH:24][C:23]([Si:22]([CH3:31])([CH3:30])[CH3:21])=[CH:29][CH:28]=2)[C:6]=1[CH3:7])=[O:20])[CH3:2]. The yield is 0.120. (5) The yield is 0.490. The reactants are [N:1]1[CH:6]=[CH:5][CH:4]=[C:3]([NH:7][C:8](=[O:15])OCC(Cl)(Cl)Cl)[CH:2]=1.[F:16][C:17]1[CH:22]=[C:21]([F:23])[CH:20]=[CH:19][C:18]=1[C:24]1[CH:29]=[C:28]([N:30]2[CH2:35][CH2:34][NH:33][CH2:32][CH2:31]2)[CH:27]=[CH:26][N:25]=1. No catalyst specified. The product is [F:16][C:17]1[CH:22]=[C:21]([F:23])[CH:20]=[CH:19][C:18]=1[C:24]1[CH:29]=[C:28]([N:30]2[CH2:31][CH2:32][N:33]([C:8]([NH:7][C:3]3[CH:2]=[N:1][CH:6]=[CH:5][CH:4]=3)=[O:15])[CH2:34][CH2:35]2)[CH:27]=[CH:26][N:25]=1. (6) The reactants are [CH2:1]([C@@H:8]1[CH2:19][N:18]2[C:10]([C:11]3[NH:12][C:13]([CH:21]4[CH2:25][CH2:24][CH2:23][CH2:22]4)=[N:14][C:15]=3[N:16]=[C:17]2Cl)=[N:9]1)[C:2]1[CH:7]=[CH:6][CH:5]=[CH:4][CH:3]=1.[N:26]1([CH2:32][CH2:33][NH2:34])[CH2:31][CH2:30][CH2:29][CH2:28][CH2:27]1.C(N(CC)C(C)C)(C)C. The catalyst is O1CCCC1. The product is [CH2:1]([C@@H:8]1[CH2:19][N:18]2[C:10]([C:11]3[NH:12][C:13]([CH:21]4[CH2:25][CH2:24][CH2:23][CH2:22]4)=[N:14][C:15]=3[N:16]=[C:17]2[NH:34][CH2:33][CH2:32][N:26]2[CH2:31][CH2:30][CH2:29][CH2:28][CH2:27]2)=[N:9]1)[C:2]1[CH:7]=[CH:6][CH:5]=[CH:4][CH:3]=1. The yield is 0.940. (7) The reactants are Br[C:2]1[CH:7]=[CH:6][CH:5]=[C:4](Br)[C:3]=1[C:9]1[N:13]2[C:14]3[CH:15]=[CH:16][CH:17]=[CH:18][C:19]=3[C:20]3[CH:21]=[CH:22][C:23]([O:26][CH3:27])=[CH:24][C:25]=3[C:12]2=[N:11][CH:10]=1.O.P([O-])([O-])([O-])=O.[K+].[K+].[K+].[CH:37]1(P(C2CCCCC2)C2C=CC=CC=2C2C(OC)=CC=CC=2OC)[CH2:42]CCC[CH2:38]1.[CH3:66][C:67]1(C)[C:71](C)(C)OB(C(C)=C)O1. The catalyst is C1C=CC(/C=C/C(/C=C/C2C=CC=CC=2)=O)=CC=1.C1C=CC(/C=C/C(/C=C/C2C=CC=CC=2)=O)=CC=1.C1C=CC(/C=C/C(/C=C/C2C=CC=CC=2)=O)=CC=1.[Pd].[Pd].O.C1(C)C=CC=CC=1. The product is [CH2:38]=[C:37]([C:2]1[CH:7]=[CH:6][CH:5]=[C:4]([C:67]([CH3:71])=[CH2:66])[C:3]=1[C:9]1[N:13]2[C:14]3[CH:15]=[CH:16][CH:17]=[CH:18][C:19]=3[C:20]3[CH:21]=[CH:22][C:23]([O:26][CH3:27])=[CH:24][C:25]=3[C:12]2=[N:11][CH:10]=1)[CH3:42]. The yield is 0.570. (8) The reactants are [CH3:1][O:2][C@H:3]1[CH2:20][CH2:19][C@@:18]2([CH3:21])[C:5](=[CH:6][CH2:7][C@@H:8]3[C@@H:17]2[CH2:16][CH2:15][C@@:13]2([CH3:14])[C@H:9]3[CH2:10][CH2:11][C:12]2=[O:22])[CH2:4]1.[OH:23]N1C(=O)C2=CC=CC=C2C1=O.N(C1(C#N)CCCCC1)=NC1(C#N)CCCCC1.C(OC(=O)C)(=O)C. The catalyst is CC(C)=O.C(OCC)(=O)C.N1C=CC=CC=1.O. The product is [CH3:1][O:2][C@H:3]1[CH2:20][CH2:19][C@@:18]2([CH3:21])[C:5](=[CH:6][C:7](=[O:23])[C@@H:8]3[C@@H:17]2[CH2:16][CH2:15][C@@:13]2([CH3:14])[C@H:9]3[CH2:10][CH2:11][C:12]2=[O:22])[CH2:4]1. The yield is 0.670.